Predict the product of the given reaction. From a dataset of Forward reaction prediction with 1.9M reactions from USPTO patents (1976-2016). (1) The product is: [CH3:39][O:40][C:41](=[O:42])[NH:30][C@H:27]1[CH2:28][CH2:29][N:25]([C:9]2[N:10]=[C:11]([N:12]3[CH2:17][CH2:16][N:15]4[C:18]([C:21]([F:22])([F:23])[F:24])=[N:19][N:20]=[C:14]4[CH2:13]3)[C:6]3[CH:5]=[C:4]([CH2:1][CH2:2][CH3:3])[S:31][C:7]=3[N:8]=2)[CH2:26]1. Given the reactants [CH2:1]([C:4]1[S:31][C:7]2[N:8]=[C:9]([N:25]3[CH2:29][CH2:28][C@H:27]([NH2:30])[CH2:26]3)[N:10]=[C:11]([N:12]3[CH2:17][CH2:16][N:15]4[C:18]([C:21]([F:24])([F:23])[F:22])=[N:19][N:20]=[C:14]4[CH2:13]3)[C:6]=2[CH:5]=1)[CH2:2][CH3:3].C(N(CC)CC)C.[CH3:39][O:40][C:41](Cl)=[O:42], predict the reaction product. (2) Given the reactants [S:1]1[CH:5]=[CH:4][CH:3]=[C:2]1[S:6]([NH:9][C:10]1[CH:11]=[CH:12][CH:13]=[C:14]2[C:18]=1[NH:17][C:16]([C:19]([OH:21])=O)=[CH:15]2)(=[O:8])=[O:7].Cl.[CH3:23][NH:24][O:25][CH3:26].N1(O)C2C=CC=CC=2N=N1.Cl.CN(C)CCCN=C=NCC, predict the reaction product. The product is: [CH3:26][O:25][N:24]([CH3:23])[C:19]([C:16]1[NH:17][C:18]2[C:14]([CH:15]=1)=[CH:13][CH:12]=[CH:11][C:10]=2[NH:9][S:6]([C:2]1[S:1][CH:5]=[CH:4][CH:3]=1)(=[O:7])=[O:8])=[O:21].